From a dataset of Reaction yield outcomes from USPTO patents with 853,638 reactions. Predict the reaction yield, written as a fraction of the theoretical maximum amount of product (1.0 means a 100% yield; for example, 0.34 means a 34% yield). The reactants are [CH2:1]([NH2:8])[C:2]1[CH:7]=[CH:6][CH:5]=[CH:4][CH:3]=1.Br[CH2:10][CH2:11][CH:12]=[CH2:13]. The catalyst is C(O)C.[I-].[Na+]. The product is [CH2:1]([NH:8][CH2:13][CH2:12][CH:11]=[CH2:10])[C:2]1[CH:7]=[CH:6][CH:5]=[CH:4][CH:3]=1. The yield is 0.840.